This data is from Reaction yield outcomes from USPTO patents with 853,638 reactions. The task is: Predict the reaction yield, written as a fraction of the theoretical maximum amount of product (1.0 means a 100% yield; for example, 0.34 means a 34% yield). (1) The reactants are [NH2:1][C:2]1[CH:7]=[CH:6][C:5]([OH:8])=[C:4]([Cl:9])[CH:3]=1.C(=O)([O-])[O-].[K+].[K+].[CH2:16](Cl)[C:17]1[CH:22]=[CH:21][CH:20]=[CH:19][CH:18]=1.[OH-].[K+]. The catalyst is CC(C)=O.[Br-].C([N+](CCCC)(CCCC)CCCC)CCC. The product is [CH2:16]([O:8][C:5]1[CH:6]=[CH:7][C:2]([NH2:1])=[CH:3][C:4]=1[Cl:9])[C:17]1[CH:22]=[CH:21][CH:20]=[CH:19][CH:18]=1. The yield is 0.800. (2) The reactants are [N+:1]([C:4]1[CH:9]=[CH:8][C:7]([N:10]2[CH2:15][CH2:14][NH:13][CH2:12][CH2:11]2)=[CH:6][CH:5]=1)([O-:3])=[O:2].C(N(CC)CC)C.[CH3:23][S:24](Cl)(=[O:26])=[O:25].C(=O)(O)[O-].[Na+]. The catalyst is ClCCl. The product is [N+:1]([C:4]1[CH:5]=[CH:6][C:7]([N:10]2[CH2:15][CH2:14][N:13]([S:24]([CH3:23])(=[O:26])=[O:25])[CH2:12][CH2:11]2)=[CH:8][CH:9]=1)([O-:3])=[O:2]. The yield is 1.00.